Dataset: Peptide-MHC class II binding affinity with 134,281 pairs from IEDB. Task: Regression. Given a peptide amino acid sequence and an MHC pseudo amino acid sequence, predict their binding affinity value. This is MHC class II binding data. (1) The peptide sequence is PQVKYAVFEAALTKA. The MHC is HLA-DQA10101-DQB10501 with pseudo-sequence HLA-DQA10101-DQB10501. The binding affinity (normalized) is 0.0790. (2) The peptide sequence is DNINTPEGIIPALFE. The MHC is DRB1_0404 with pseudo-sequence DRB1_0404. The binding affinity (normalized) is 0. (3) The peptide sequence is IVALIIAIVVWTIV. The MHC is HLA-DPA10201-DPB11401 with pseudo-sequence HLA-DPA10201-DPB11401. The binding affinity (normalized) is 0.0137. (4) The peptide sequence is LGEVFIAQSKGLYRQ. The MHC is DRB1_1101 with pseudo-sequence DRB1_1101. The binding affinity (normalized) is 0.394. (5) The peptide sequence is SLLKSLEVFSEWCEF. The MHC is DRB1_0101 with pseudo-sequence DRB1_0101. The binding affinity (normalized) is 0.631. (6) The peptide sequence is IDLNVLLSAAINFFL. The MHC is HLA-DQA10501-DQB10301 with pseudo-sequence HLA-DQA10501-DQB10301. The binding affinity (normalized) is 0.183. (7) The peptide sequence is AETAVNTLFEKLEPM. The binding affinity (normalized) is 0.247. The MHC is DRB5_0101 with pseudo-sequence DRB5_0101. (8) The peptide sequence is PVTEEPGMAKIPAGE. The MHC is HLA-DQA10101-DQB10501 with pseudo-sequence HLA-DQA10101-DQB10501. The binding affinity (normalized) is 0. (9) The peptide sequence is INEPTAARIAYGLDR. The binding affinity (normalized) is 0.643. The MHC is HLA-DQA10501-DQB10301 with pseudo-sequence HLA-DQA10501-DQB10301. (10) The peptide sequence is VIPEPGQQRSIQDNQ. The MHC is DRB1_1301 with pseudo-sequence DRB1_1301. The binding affinity (normalized) is 0.